From a dataset of Full USPTO retrosynthesis dataset with 1.9M reactions from patents (1976-2016). Predict the reactants needed to synthesize the given product. (1) Given the product [CH2:1]([N:3]([CH2:36][CH3:37])[C:4]([CH:6]1[C:18]2[C:17]3[C:12](=[CH:13][CH:14]=[CH:15][CH:16]=3)[N:11]([CH2:19][CH2:20][F:38])[C:10]=2[C:9]2[CH:32]=[CH:33][CH:34]=[CH:35][C:8]=2[S:7]1)=[O:5])[CH3:2], predict the reactants needed to synthesize it. The reactants are: [CH2:1]([N:3]([CH2:36][CH3:37])[C:4]([CH:6]1[C:18]2[C:17]3[C:12](=[CH:13][CH:14]=[CH:15][CH:16]=3)[N:11]([CH2:19][CH2:20]OS(C3C=CC(C)=CC=3)(=O)=O)[C:10]=2[C:9]2[CH:32]=[CH:33][CH:34]=[CH:35][C:8]=2[S:7]1)=[O:5])[CH3:2].[F-:38].C([N+](CCCC)(CCCC)CCCC)CCC. (2) The reactants are: [CH3:1][CH:2]([CH3:14])[C@H:3]([NH:7][C:8]([O:10][CH:11]([CH3:13])[CH3:12])=[O:9])[C:4]([OH:6])=O.C(N1C=CN=C1)(N1C=CN=C1)=O.Cl.[NH2:28][C@@H:29]([CH:41]([CH3:43])[CH3:42])[CH2:30][NH:31][C:32](=[O:40])[C:33]1[CH:38]=[CH:37][CH:36]=[CH:35][C:34]=1[CH3:39].C(N(CC)CC)C. Given the product [CH3:42][CH:41]([CH3:43])[C@H:29]([NH:28][C:4](=[O:6])[C@@H:3]([NH:7][C:8]([O:10][CH:11]([CH3:13])[CH3:12])=[O:9])[CH:2]([CH3:1])[CH3:14])[CH2:30][NH:31][C:32](=[O:40])[C:33]1[CH:38]=[CH:37][CH:36]=[CH:35][C:34]=1[CH3:39], predict the reactants needed to synthesize it. (3) The reactants are: Cl.[CH3:2][N:3]([CH2:5][CH:6]1[CH2:15][CH2:14][C:13]2[C:8](=[CH:9][CH:10]=[CH:11][C:12]=2[O:16][CH3:17])[C:7]1=[O:18])[CH3:4].[OH-].[Na+]. Given the product [CH3:4][N:3]([CH2:5][CH:6]1[CH2:15][CH2:14][C:13]2[C:8](=[CH:9][CH:10]=[CH:11][C:12]=2[O:16][CH3:17])[C:7]1=[O:18])[CH3:2], predict the reactants needed to synthesize it. (4) Given the product [F:15][C:16]1[CH:21]=[CH:20][C:19]([C:11]2[N:7]3[CH:8]=[CH:9][CH:10]=[C:5]([C:3]([OH:2])=[O:4])[C:6]3=[N:13][CH:12]=2)=[CH:18][CH:17]=1, predict the reactants needed to synthesize it. The reactants are: C[O:2][C:3]([C:5]1[C:6]2[N:7]([C:11](I)=[CH:12][N:13]=2)[CH:8]=[CH:9][CH:10]=1)=[O:4].[F:15][C:16]1[CH:21]=[CH:20][C:19](B(O)O)=[CH:18][CH:17]=1.C(=O)([O-])[O-].[Na+].[Na+]. (5) Given the product [OH:16][C:15]1[C:23]2[C:12](=[O:14])[C:3]3[CH:4]=[C:5]4[CH:6]=[CH:7][CH:8]=[CH:9][C:10]4=[CH:11][C:2]=3[O:1][C:21]=2[CH:20]=[C:18]([OH:19])[CH:17]=1, predict the reactants needed to synthesize it. The reactants are: [OH:1][C:2]1[C:3]([C:12]([OH:14])=O)=[CH:4][C:5]2[C:10]([CH:11]=1)=[CH:9][CH:8]=[CH:7][CH:6]=2.[C:15]1([CH:23]=[C:21](O)[CH:20]=[C:18]([OH:19])[CH:17]=1)[OH:16]. (6) Given the product [Cl:1][C:2]1[N:7]=[CH:6][C:5]([S:8]([NH:18][CH:15]2[CH2:16][CH2:17][S:13](=[O:19])(=[O:12])[CH2:14]2)(=[O:10])=[O:9])=[CH:4][CH:3]=1, predict the reactants needed to synthesize it. The reactants are: [Cl:1][C:2]1[N:7]=[CH:6][C:5]([S:8](Cl)(=[O:10])=[O:9])=[CH:4][CH:3]=1.[O:12]=[S:13]1(=[O:19])[CH2:17][CH2:16][CH:15]([NH2:18])[CH2:14]1.